The task is: Predict which catalyst facilitates the given reaction.. This data is from Catalyst prediction with 721,799 reactions and 888 catalyst types from USPTO. (1) Reactant: C(OC([N:8]1[CH2:13][CH2:12][N:11]([C:14]2[CH:19]=[CH:18][C:17]([O:20][CH2:21][CH2:22][CH2:23][N:24]3[CH2:29][CH2:28][CH2:27][CH2:26][CH2:25]3)=[CH:16][CH:15]=2)[CH2:10][CH2:9]1)=O)(C)(C)C. Product: [N:24]1([CH2:23][CH2:22][CH2:21][O:20][C:17]2[CH:18]=[CH:19][C:14]([N:11]3[CH2:10][CH2:9][NH:8][CH2:13][CH2:12]3)=[CH:15][CH:16]=2)[CH2:29][CH2:28][CH2:27][CH2:26][CH2:25]1. The catalyst class is: 55. (2) Reactant: [N+:1]([C:4]1[C:5]([CH3:13])=[C:6]([CH:9]=[CH:10][C:11]=1[CH3:12])[CH2:7][NH2:8])([O-:3])=[O:2].[CH3:14][C:15]([CH3:20])([CH3:19])[C:16](Cl)=[O:17]. Product: [N+:1]([C:4]1[C:5]([CH3:13])=[C:6]([CH:9]=[CH:10][C:11]=1[CH3:12])[CH2:7][NH:8][C:16](=[O:17])[C:15]([CH3:20])([CH3:19])[CH3:14])([O-:3])=[O:2]. The catalyst class is: 1.